This data is from Catalyst prediction with 721,799 reactions and 888 catalyst types from USPTO. The task is: Predict which catalyst facilitates the given reaction. (1) Reactant: [C:1]12([C:11]3[CH:12]=[C:13]([CH3:20])[CH:14]=[C:15]([CH2:18]O)[C:16]=3[OH:17])[CH2:10][CH:5]3[CH2:6][CH:7]([CH2:9][CH:3]([CH2:4]3)[CH2:2]1)[CH2:8]2.ClCCl.P(Br)(Br)[Br:25]. Product: [C:1]12([C:11]3[C:16]([OH:17])=[C:15]([CH:14]=[C:13]([CH3:20])[CH:12]=3)[CH2:18][Br:25])[CH2:10][CH:5]3[CH2:6][CH:7]([CH2:9][CH:3]([CH2:4]3)[CH2:2]1)[CH2:8]2. The catalyst class is: 6. (2) Product: [CH3:1][C:2]1[CH:6]=[C:5]([CH:7]([CH3:13])[C:8]([OH:10])=[O:9])[NH:4][N:3]=1. Reactant: [CH3:1][C:2]1[CH:6]=[C:5]([CH:7]([CH3:13])[C:8]([O:10]CC)=[O:9])[NH:4][N:3]=1.[OH-].[Na+]. The catalyst class is: 24. (3) Reactant: [F:1][C:2]1[C:21]([O:22][CH3:23])=[CH:20][C:19]([O:24][CH3:25])=[C:18]([F:26])[C:3]=1[CH2:4][O:5][C:6]1[CH:7]=[N:8][C:9]([NH:12][C:13]2[CH:14]=[N:15][NH:16][CH:17]=2)=[N:10][CH:11]=1.C(=O)([O-])[O-].[K+].[K+].CN(C)C=O.CC1C=CC(S(O[CH2:49][C@@H:50]2[CH2:54][O:53][C:52]([CH3:56])([CH3:55])[O:51]2)(=O)=O)=CC=1. Product: [F:26][C:18]1[C:19]([O:24][CH3:25])=[CH:20][C:21]([O:22][CH3:23])=[C:2]([F:1])[C:3]=1[CH2:4][O:5][C:6]1[CH:11]=[N:10][C:9]([NH:12][C:13]2[CH:17]=[N:16][N:15]([CH2:49][C@@H:50]3[CH2:54][O:53][C:52]([CH3:56])([CH3:55])[O:51]3)[CH:14]=2)=[N:8][CH:7]=1. The catalyst class is: 6. (4) Reactant: F[B-](F)(F)F.[N:6]1(OC(N(C)C)=[N+](C)C)[C:10]2C=CC=C[C:9]=2N=N1.[OH:23][C:24]([CH3:57])([CH3:56])[CH2:25][C@@:26]1([C:50]2[CH:55]=[CH:54][CH:53]=[CH:52][CH:51]=2)[O:31][C:30](=[O:32])[N:29]([C@H:33]([C:35]2[CH:40]=[CH:39][C:38]([C:41]3[CH:42]=[CH:43][C:44]([C:47]([OH:49])=O)=[N:45][CH:46]=3)=[CH:37][CH:36]=2)[CH3:34])[CH2:28][CH2:27]1.C(N(C(C)C)CC)(C)C.C(N)C. Product: [CH2:10]([NH:6][C:47]([C:44]1[CH:43]=[CH:42][C:41]([C:38]2[CH:37]=[CH:36][C:35]([C@@H:33]([N:29]3[CH2:28][CH2:27][C@:26]([CH2:25][C:24]([OH:23])([CH3:56])[CH3:57])([C:50]4[CH:51]=[CH:52][CH:53]=[CH:54][CH:55]=4)[O:31][C:30]3=[O:32])[CH3:34])=[CH:40][CH:39]=2)=[CH:46][N:45]=1)=[O:49])[CH3:9]. The catalyst class is: 9. (5) Reactant: [N+:1]([C:4]1[CH:5]=[C:6]([C:14]([O:16][CH3:17])=[O:15])[C:7]([C:10]([O:12][CH3:13])=[O:11])=[CH:8][CH:9]=1)([O-])=O.Cl[C:19]1[C:28]2[C:23](=[CH:24][C:25]([C:29]3[C:30]([CH3:35])=[N:31][O:32][C:33]=3[CH3:34])=[CH:26][CH:27]=2)[N:22]=[CH:21][C:20]=1[C:36]([NH2:38])=[O:37]. Product: [NH2:38][C:36]([C:20]1[CH:21]=[N:22][C:23]2[C:28]([C:19]=1[NH:1][C:4]1[CH:5]=[C:6]([C:14]([O:16][CH3:17])=[O:15])[C:7]([C:10]([O:12][CH3:13])=[O:11])=[CH:8][CH:9]=1)=[CH:27][CH:26]=[C:25]([C:29]1[C:30]([CH3:35])=[N:31][O:32][C:33]=1[CH3:34])[CH:24]=2)=[O:37]. The catalyst class is: 285. (6) Reactant: CO[C:3](=[O:17])[C:4]([C:6]1[CH:7]=[C:8]([F:16])[CH:9]=[C:10]2[C:14]=1[N:13]([CH3:15])[CH:12]=[CH:11]2)=O.[NH:18]1[C:26]2[C:21](=[CH:22][CH:23]=[CH:24][CH:25]=2)[C:20]([CH2:27][C:28]([NH2:30])=[O:29])=[CH:19]1.CC(C)([O-])C.[K+].C1COCC1. Product: [CH3:15][N:13]1[C:14]2[C:10](=[CH:9][C:8]([F:16])=[CH:7][C:6]=2[C:4]2[C:3](=[O:17])[NH:30][C:28](=[O:29])[C:27]=2[C:20]2[C:21]3[C:26](=[CH:25][CH:24]=[CH:23][CH:22]=3)[NH:18][CH:19]=2)[CH:11]=[CH:12]1. The catalyst class is: 3. (7) Reactant: [O:1]=[C:2]1[CH2:11][C:10]2[C:9]([N:12]3[CH2:17][CH2:16][N:15]([CH2:18][CH2:19][CH2:20][CH2:21][O:22][C:23]4[N:32]=[C:31]5[C:26]([CH2:27][CH2:28][C:29](=[O:33])[NH:30]5)=[CH:25][CH:24]=4)[CH2:14][CH2:13]3)=[CH:8][CH:7]=[CH:6][C:5]=2[CH2:4][CH2:3]1.[BH4-].[Na+]. Product: [OH:1][CH:2]1[CH2:11][C:10]2[C:9]([N:12]3[CH2:13][CH2:14][N:15]([CH2:18][CH2:19][CH2:20][CH2:21][O:22][C:23]4[N:32]=[C:31]5[C:26]([CH2:27][CH2:28][C:29](=[O:33])[NH:30]5)=[CH:25][CH:24]=4)[CH2:16][CH2:17]3)=[CH:8][CH:7]=[CH:6][C:5]=2[CH2:4][CH2:3]1. The catalyst class is: 5.